Predict which catalyst facilitates the given reaction. From a dataset of Catalyst prediction with 721,799 reactions and 888 catalyst types from USPTO. (1) Reactant: [Cl:1][C:2]1[CH:3]=[C:4]2[C:8](=[CH:9][CH:10]=1)[NH:7][N:6]=[C:5]2[C:11]([OH:13])=O.[NH2:14][C:15]1[CH:16]=[N:17][N:18]([CH2:20][C:21]2[CH:22]=[C:23]([CH:26]=[CH:27][CH:28]=2)[C:24]#[N:25])[CH:19]=1.C1C=C2N=NN(O)C2=CC=1.O.CCN=C=NCCCN(C)C. Product: [Cl:1][C:2]1[CH:3]=[C:4]2[C:8](=[CH:9][CH:10]=1)[NH:7][N:6]=[C:5]2[C:11]([NH:14][C:15]1[CH:16]=[N:17][N:18]([CH2:20][C:21]2[CH:28]=[CH:27][CH:26]=[C:23]([C:24]#[N:25])[CH:22]=2)[CH:19]=1)=[O:13]. The catalyst class is: 174. (2) Reactant: [CH3:1][C:2]1[C:6]([C:7]2[CH:12]=[CH:11][CH:10]=[C:9]([O:13][CH2:14][CH2:15][O:16][CH3:17])[C:8]=2[O:18][CH3:19])=[C:5]([NH2:20])[NH:4][N:3]=1.[Cl:21][C:22]1[CH:23]=[C:24]([CH:27]=[CH:28][C:29]=1[OH:30])[CH:25]=O.FC(F)(F)C(O)=O. Product: [ClH:21].[Cl:21][C:22]1[CH:23]=[C:24]([C:25]2[C:12]3[CH:11]=[CH:10][C:9]([O:13][CH2:14][CH2:15][O:16][CH3:17])=[C:8]([O:18][CH3:19])[C:7]=3[C:6]3[C:2]([CH3:1])=[N:3][NH:4][C:5]=3[N:20]=2)[CH:27]=[CH:28][C:29]=1[OH:30]. The catalyst class is: 5. (3) Reactant: P(Cl)(Cl)(Cl)=O.[C:6]([O:10][C:11](=[O:26])[NH:12][C@H:13]1[C@H:19]([CH3:20])[NH:18][C:17]2[CH:21]=[CH:22][CH:23]=[CH:24][C:16]=2[NH:15][C:14]1=[O:25])([CH3:9])([CH3:8])[CH3:7].[C:27]([C:30]1[CH:38]=[CH:37][C:33]([C:34](O)=[O:35])=[CH:32][CH:31]=1)(=[O:29])[CH3:28]. Product: [C:6]([O:10][C:11](=[O:26])[NH:12][C@H:13]1[C@H:19]([CH3:20])[N:18]([C:34](=[O:35])[C:33]2[CH:32]=[CH:31][C:30]([C:27](=[O:29])[CH3:28])=[CH:38][CH:37]=2)[C:17]2[CH:21]=[CH:22][CH:23]=[CH:24][C:16]=2[NH:15][C:14]1=[O:25])([CH3:7])([CH3:8])[CH3:9]. The catalyst class is: 228. (4) Reactant: [C:1]([O:5][C:6]([N:8]1[CH2:12][CH2:11][CH:10]([O:13][C:14]2[CH:19]=[CH:18][CH:17]=[CH:16][C:15]=2[N+:20]([O-])=O)[CH2:9]1)=[O:7])([CH3:4])([CH3:3])[CH3:2]. Product: [C:1]([O:5][C:6]([N:8]1[CH2:12][CH2:11][CH:10]([O:13][C:14]2[CH:19]=[CH:18][CH:17]=[CH:16][C:15]=2[NH2:20])[CH2:9]1)=[O:7])([CH3:4])([CH3:2])[CH3:3]. The catalyst class is: 63. (5) Reactant: [CH3:1][C:2]1[CH:21]=[CH:20][C:5]2[N:6]3[C:17]([C:18]#[N:19])=[CH:16][CH:15]=[C:7]3[C:8]3([CH2:14][CH2:13][NH:12][CH2:11][CH2:10]3)[O:9][C:4]=2[CH:3]=1.C(N(CC)CC)C.[F:29][C:30]([F:41])([F:40])[C:31](O[C:31](=[O:32])[C:30]([F:41])([F:40])[F:29])=[O:32]. Product: [CH3:1][C:2]1[CH:21]=[CH:20][C:5]2[N:6]3[C:17]([C:18]#[N:19])=[CH:16][CH:15]=[C:7]3[C:8]3([CH2:10][CH2:11][N:12]([C:31](=[O:32])[C:30]([F:41])([F:40])[F:29])[CH2:13][CH2:14]3)[O:9][C:4]=2[CH:3]=1. The catalyst class is: 4.